From a dataset of Forward reaction prediction with 1.9M reactions from USPTO patents (1976-2016). Predict the product of the given reaction. (1) Given the reactants [CH3:1][N:2]([CH3:18])[S:3]([N:6]1[C:10]([CH:11](O)[C:12]2[S:13][CH:14]=[CH:15][CH:16]=2)=[CH:9][N:8]=[CH:7]1)(=[O:5])=[O:4].ClC1C=CC=C(C(OO)=O)C=1, predict the reaction product. The product is: [CH3:18][N:2]([CH3:1])[S:3]([N:6]1[C:10]([CH2:11][C:12]2[S:13][CH:14]=[CH:15][CH:16]=2)=[CH:9][N:8]=[CH:7]1)(=[O:5])=[O:4]. (2) Given the reactants [CH3:1][C:2]1([C:7]2[S:8][CH:9]=[C:10]([CH2:12][N:13]3[N:17]=[C:16]([NH2:18])[CH:15]=[N:14]3)[N:11]=2)[O:6]CCO1.[C:19]1([C:25]2[O:29][CH:28]=[N:27][C:26]=2[C:30](O)=[O:31])[CH:24]=[CH:23][CH:22]=[CH:21][CH:20]=1, predict the reaction product. The product is: [C:2]([C:7]1[S:8][CH:9]=[C:10]([CH2:12][N:13]2[N:17]=[C:16]([NH:18][C:30]([C:26]3[N:27]=[CH:28][O:29][C:25]=3[C:19]3[CH:20]=[CH:21][CH:22]=[CH:23][CH:24]=3)=[O:31])[CH:15]=[N:14]2)[N:11]=1)(=[O:6])[CH3:1]. (3) Given the reactants [CH:1]1([N:13]2[CH2:18][CH2:17][CH:16]([N:19]3[C:29]4[C:24](=[CH:25][CH:26]=[CH:27][CH:28]=4)[C:21]4([CH2:23][O:22]4)[C:20]3=[O:30])[CH2:15][CH2:14]2)[C:11]2=[C:12]3[C:7](=[CH:8][CH:9]=[CH:10]2)[CH:6]=[CH:5][CH:4]=[C:3]3[CH2:2]1.[OH-].[NH4+:32], predict the reaction product. The product is: [NH2:32][CH2:23][C:21]1([OH:22])[C:24]2[C:29](=[CH:28][CH:27]=[CH:26][CH:25]=2)[N:19]([CH:16]2[CH2:15][CH2:14][N:13]([CH:1]3[C:11]4=[C:12]5[C:7](=[CH:8][CH:9]=[CH:10]4)[CH:6]=[CH:5][CH:4]=[C:3]5[CH2:2]3)[CH2:18][CH2:17]2)[C:20]1=[O:30]. (4) The product is: [Br:1][C:2]1[CH:10]=[C:9]2[C:5](/[C:6](=[CH:16]/[C:15]3[CH:18]=[CH:19][CH:20]=[C:13]([Cl:12])[C:14]=3[F:21])/[C:7](=[O:11])[NH:8]2)=[CH:4][CH:3]=1. Given the reactants [Br:1][C:2]1[CH:10]=[C:9]2[C:5]([CH2:6][C:7](=[O:11])[NH:8]2)=[CH:4][CH:3]=1.[Cl:12][C:13]1[C:14]([F:21])=[C:15]([CH:18]=[CH:19][CH:20]=1)[CH:16]=O.N1CCCCC1, predict the reaction product. (5) Given the reactants [CH:1]([C@@H:4]1[CH2:9][CH2:8][C@@H:7]([CH3:10])[CH2:6][C@H:5]1[CH:11]([OH:21])[CH2:12][C:13]#[C:14][C:15]1[CH:20]=[CH:19][CH:18]=[CH:17][N:16]=1)([CH3:3])[CH3:2], predict the reaction product. The product is: [CH:1]([C@@H:4]1[CH2:9][CH2:8][C@@H:7]([CH3:10])[CH2:6][C@H:5]1[CH:11]([OH:21])[CH2:12][CH2:13][CH2:14][C:15]1[CH:20]=[CH:19][CH:18]=[CH:17][N:16]=1)([CH3:2])[CH3:3].